This data is from Peptide-MHC class II binding affinity with 134,281 pairs from IEDB. The task is: Regression. Given a peptide amino acid sequence and an MHC pseudo amino acid sequence, predict their binding affinity value. This is MHC class II binding data. (1) The peptide sequence is ISATPEWATPFPHRK. The MHC is HLA-DQA10201-DQB10202 with pseudo-sequence HLA-DQA10201-DQB10202. The binding affinity (normalized) is 0.144. (2) The MHC is HLA-DQA10102-DQB10602 with pseudo-sequence HLA-DQA10102-DQB10602. The peptide sequence is EKLKKVLEVYEARLS. The binding affinity (normalized) is 0.466. (3) The peptide sequence is SQDLVLSWNLNGLQAY. The MHC is HLA-DQA10301-DQB10302 with pseudo-sequence HLA-DQA10301-DQB10302. The binding affinity (normalized) is 0.450. (4) The peptide sequence is WLDAKSTWYGKPTAA. The MHC is DRB1_1201 with pseudo-sequence DRB1_1201. The binding affinity (normalized) is 0. (5) The peptide sequence is FVAAAKYMVIQGEPG. The MHC is HLA-DQA10301-DQB10302 with pseudo-sequence HLA-DQA10301-DQB10302. The binding affinity (normalized) is 0.436. (6) The MHC is DRB1_1101 with pseudo-sequence DRB1_1101. The peptide sequence is TYSQLMTLKDAKMLQ. The binding affinity (normalized) is 0.629. (7) The MHC is DRB1_0901 with pseudo-sequence DRB1_0901. The binding affinity (normalized) is 0.289. The peptide sequence is NMVVERLGDYLVEQG.